Dataset: Full USPTO retrosynthesis dataset with 1.9M reactions from patents (1976-2016). Task: Predict the reactants needed to synthesize the given product. (1) Given the product [C:53]([O:52][C:5]([CH2:7][O:8][C:9](=[O:44])[CH2:10][O:11][C:12]1[CH:13]=[CH:14][C:15]([CH2:18][CH2:19][C:20]([N:22]2[CH2:23][CH2:24][C:25]3([NH:29]/[C:28](=[N:30]/[C:31]([C:33]4[C:38]([NH2:39])=[N:37][C:36]([NH2:40])=[C:35]([Cl:41])[N:34]=4)=[O:32])/[NH:27][CH2:26]3)[CH2:42][CH2:43]2)=[O:21])=[CH:16][CH:17]=1)=[O:6])([CH3:56])([CH3:55])[CH3:54], predict the reactants needed to synthesize it. The reactants are: C(N(CCC)[C:5]([CH2:7][O:8][C:9](=[O:44])[CH2:10][O:11][C:12]1[CH:17]=[CH:16][C:15]([CH2:18][CH2:19][C:20]([N:22]2[CH2:43][CH2:42][C:25]3([NH:29]/[C:28](=[N:30]/[C:31]([C:33]4[C:38]([NH2:39])=[N:37][C:36]([NH2:40])=[C:35]([Cl:41])[N:34]=4)=[O:32])/[NH:27][CH2:26]3)[CH2:24][CH2:23]2)=[O:21])=[CH:14][CH:13]=1)=[O:6])CC.BrCC([O:52][C:53]([CH3:56])([CH3:55])[CH3:54])=O. (2) Given the product [CH2:3]([O:5][C:6]([C:8]1[S:12][CH:11]=[N:10][C:9]=1[SH:13])=[O:7])[CH3:4], predict the reactants needed to synthesize it. The reactants are: [OH-].[Na+].[CH2:3]([O:5][C:6]([C:8]1[S:12][CH:11]=[N:10][C:9]=1[S:13]CCC(OC)=O)=[O:7])[CH3:4]. (3) Given the product [Cl:8][C:6]1[CH:7]=[N:2][N:3]([CH3:28])[C:4](=[O:10])[C:5]=1[C:11]#[C:12][CH3:13], predict the reactants needed to synthesize it. The reactants are: C[N:2]1[CH:7]=[C:6]([Cl:8])[CH:5](I)[C:4](=[O:10])[NH:3]1.[CH2:11]([Sn](CCCC)(CCCC)C#CC)[CH2:12][CH2:13]C.O1CCOC[CH2:28]1.